Dataset: Catalyst prediction with 721,799 reactions and 888 catalyst types from USPTO. Task: Predict which catalyst facilitates the given reaction. (1) The catalyst class is: 10. Reactant: [CH2:1]([O:8][C:9]1[CH:14]=[CH:13][CH:12]=[CH:11][C:10]=1[C:15]1[N:16]=[C:17](Br)[C:18](=[O:37])[N:19]([CH:21]2[CH2:26][CH2:25][CH2:24][N:23]([C:27]([O:29][CH2:30][C:31]3[CH:36]=[CH:35][CH:34]=[CH:33][CH:32]=3)=[O:28])[CH2:22]2)[CH:20]=1)[C:2]1[CH:7]=[CH:6][CH:5]=[CH:4][CH:3]=1.[CH3:39][O:40][C:41]1[CH:48]=[C:47]([O:49][CH3:50])[CH:46]=[CH:45][C:42]=1[CH2:43][NH2:44].C(OCC)(=O)C. Product: [CH2:1]([O:8][C:9]1[CH:14]=[CH:13][CH:12]=[CH:11][C:10]=1[C:15]1[N:16]=[C:17]([NH:44][CH2:43][C:42]2[CH:45]=[CH:46][C:47]([O:49][CH3:50])=[CH:48][C:41]=2[O:40][CH3:39])[C:18](=[O:37])[N:19]([CH:21]2[CH2:26][CH2:25][CH2:24][N:23]([C:27]([O:29][CH2:30][C:31]3[CH:36]=[CH:35][CH:34]=[CH:33][CH:32]=3)=[O:28])[CH2:22]2)[CH:20]=1)[C:2]1[CH:7]=[CH:6][CH:5]=[CH:4][CH:3]=1. (2) Reactant: [CH3:1][O:2][C:3](=[O:20])[CH2:4][N:5]([C:13]1[CH:18]=[CH:17][C:16]([OH:19])=[CH:15][CH:14]=1)[C:6]([O:8][C:9]([CH3:12])([CH3:11])[CH3:10])=[O:7].[CH2:21](Br)[C:22]1[CH:27]=[CH:26][CH:25]=[CH:24][CH:23]=1.C(=O)([O-])[O-].[K+].[K+].CC(C)=O. Product: [CH3:1][O:2][C:3](=[O:20])[CH2:4][N:5]([C:13]1[CH:18]=[CH:17][C:16]([O:19][CH2:21][C:22]2[CH:27]=[CH:26][CH:25]=[CH:24][CH:23]=2)=[CH:15][CH:14]=1)[C:6]([O:8][C:9]([CH3:12])([CH3:10])[CH3:11])=[O:7]. The catalyst class is: 13. (3) Reactant: [Cl:1][C:2]1[C:7]([N:8]2[CH2:12][CH:11]([C:13]([OH:15])=O)[N:10]([CH3:16])[C:9]2=[O:17])=[CH:6][CH:5]=[CH:4][N:3]=1.C(N1CCOCC1)C.O.ON1C2C=CC=CC=2N=N1.Cl.C(N=C=NCCCN(C)C)C.[Cl:49][C:50]1[CH:55]=[C:54]([Cl:56])[CH:53]=[CH:52][C:51]=1[CH2:57][NH2:58]. Product: [Cl:1][C:2]1[C:7]([N:8]2[CH2:12][CH:11]([C:13]([NH:58][CH2:57][C:51]3[CH:52]=[CH:53][C:54]([Cl:56])=[CH:55][C:50]=3[Cl:49])=[O:15])[N:10]([CH3:16])[C:9]2=[O:17])=[CH:6][CH:5]=[CH:4][N:3]=1. The catalyst class is: 4. (4) Reactant: [F:1][C:2]([F:7])([F:6])[C:3]([OH:5])=[O:4].[C:8]([C:11]1[CH:30]=[CH:29][C:14]([O:15][C:16]([C:18]2[S:22][C:21]([CH2:23][CH2:24][C:25]([OH:27])=O)=[C:20]([CH3:28])[CH:19]=2)=[O:17])=[CH:13][CH:12]=1)(=[NH:10])[NH2:9].CCN=C=N[CH2:36][CH2:37][CH2:38][N:39]([CH3:41])C.Cl. Product: [F:1][C:2]([F:7])([F:6])[C:3]([OH:5])=[O:4].[F:1][C:2]([F:7])([F:6])[C:3]([OH:5])=[O:4].[CH2:38]([N:39]([C:25](=[O:27])[CH2:24][CH2:23][C:21]1[S:22][C:18]([C:16]([O:15][C:14]2[CH:13]=[CH:12][C:11]([C:8](=[NH:10])[NH2:9])=[CH:30][CH:29]=2)=[O:17])=[CH:19][C:20]=1[CH3:28])[CH2:41][C:3]([OH:5])=[O:4])[CH:37]=[CH2:36]. The catalyst class is: 17. (5) Reactant: [CH2:1]([O:11][C:12]1[CH:17]=[CH:16][C:15]([N:18]2[C:22]([CH3:23])=[CH:21][CH:20]=[C:19]2[C:24]2[CH:43]=[CH:42][C:27]([O:28][C@H:29]([CH2:35][C:36]3[CH:41]=[CH:40][CH:39]=[CH:38][CH:37]=3)[C:30]([O:32]CC)=[O:31])=[CH:26][CH:25]=2)=[CH:14][CH:13]=1)[CH2:2][CH2:3][CH2:4][CH2:5][CH2:6][CH2:7][CH2:8][CH2:9][CH3:10].[OH-].[K+].Cl. Product: [CH2:1]([O:11][C:12]1[CH:17]=[CH:16][C:15]([N:18]2[C:22]([CH3:23])=[CH:21][CH:20]=[C:19]2[C:24]2[CH:25]=[CH:26][C:27]([O:28][C@H:29]([CH2:35][C:36]3[CH:41]=[CH:40][CH:39]=[CH:38][CH:37]=3)[C:30]([OH:32])=[O:31])=[CH:42][CH:43]=2)=[CH:14][CH:13]=1)[CH2:2][CH2:3][CH2:4][CH2:5][CH2:6][CH2:7][CH2:8][CH2:9][CH3:10]. The catalyst class is: 36.